Dataset: Forward reaction prediction with 1.9M reactions from USPTO patents (1976-2016). Task: Predict the product of the given reaction. (1) Given the reactants [Cl:1][C:2]1[CH:7]=[C:6]([F:8])[CH:5]=[CH:4][C:3]=1[S:9]([NH:12][C@@H:13]([CH2:25][OH:26])[CH2:14][CH2:15][CH2:16][NH:17]C(=O)OC(C)(C)C)(=[O:11])=[O:10].Cl, predict the reaction product. The product is: [NH2:17][CH2:16][CH2:15][CH2:14][C@@H:13]([NH:12][S:9]([C:3]1[CH:4]=[CH:5][C:6]([F:8])=[CH:7][C:2]=1[Cl:1])(=[O:11])=[O:10])[CH2:25][OH:26]. (2) Given the reactants [OH:1][CH:2]1[CH2:5][N:4]([C:6]([C:8]2[CH:13]=[C:12]([S:14]([CH3:17])(=[O:16])=[O:15])[CH:11]=[CH:10][C:9]=2[O:18][C@H:19]([CH3:24])[C:20]([F:23])([F:22])[F:21])=[O:7])[CH2:3]1.F[C:26]1[CH:31]=[CH:30][C:29]([C:32]([F:35])([F:34])[F:33])=[CH:28][CH:27]=1, predict the reaction product. The product is: [CH3:17][S:14]([C:12]1[CH:11]=[CH:10][C:9]([O:18][C@H:19]([CH3:24])[C:20]([F:23])([F:22])[F:21])=[C:8]([C:6]([N:4]2[CH2:3][CH:2]([O:1][C:26]3[CH:31]=[CH:30][C:29]([C:32]([F:35])([F:34])[F:33])=[CH:28][CH:27]=3)[CH2:5]2)=[O:7])[CH:13]=1)(=[O:15])=[O:16]. (3) The product is: [O:66]1[C:11]2[CH:16]=[CH:15][CH:14]=[CH:13][C:12]=2[N:8]=[C:65]1[NH:67][C:36](=[O:37])[C@@H:35]([N:39]1[CH2:47][C:46]2[C:41](=[CH:42][CH:43]=[CH:44][CH:45]=2)[C:40]1=[O:48])[CH2:34][CH:28]1[CH2:33][CH2:32][CH2:31][CH2:30][CH2:29]1. Given the reactants F[P-](F)(F)(F)(F)F.[N:8]1(O[P+](N(C)C)(N(C)C)N(C)C)[C:12]2[CH:13]=[CH:14][CH:15]=[CH:16][C:11]=2N=N1.[CH:28]1([CH2:34][C@H:35]([N:39]2[CH2:47][C:46]3[C:41](=[CH:42][CH:43]=[CH:44][CH:45]=3)[C:40]2=[O:48])[C:36](O)=[O:37])[CH2:33][CH2:32][CH2:31][CH2:30][CH2:29]1.NC1C=CC(Br)=CN=1.C1(C[C@@H](N2CC3C(=CC=CC=3)C2=O)[C:65]([NH:67]C2SC=CN=2)=[O:66])CCCCC1, predict the reaction product. (4) Given the reactants CS(O[CH2:6][CH2:7][C:8]([CH3:23])([S:10]([C:13]1[CH:18]=[CH:17][CH:16]=[C:15]([C:19]([F:22])([F:21])[F:20])[CH:14]=1)(=[O:12])=[O:11])[CH3:9])(=O)=O.[N-:24]=[N+:25]=[N-:26].[Na+], predict the reaction product. The product is: [N:24]([CH2:6][CH2:7][C:8]([S:10]([C:13]1[CH:18]=[CH:17][CH:16]=[C:15]([C:19]([F:22])([F:21])[F:20])[CH:14]=1)(=[O:12])=[O:11])([CH3:23])[CH3:9])=[N+:25]=[N-:26]. (5) Given the reactants [F:1][C:2]1[CH:7]=[C:6]([CH:8]([CH3:19])[C:9]([O:11]CC2C=CC=CC=2)=[O:10])[CH:5]=[CH:4][C:3]=1[C:20]1[CH:25]=[CH:24][C:23]([NH:26][C:27](=[O:67])[CH2:28][O:29][C:30]2[CH:35]=[CH:34][C:33]([C:36](=[O:66])[C:37]3[CH:42]=[CH:41][C:40]([O:43][CH2:44][C:45](=[O:65])[NH:46][CH2:47][CH2:48][NH:49][C:50](=[O:64])[CH2:51][CH2:52][CH2:53][CH2:54][CH:55]4[CH:62]5[CH:58]([NH:59][C:60](=[O:63])[NH:61]5)[CH2:57][S:56]4)=[CH:39][CH:38]=3)=[CH:32][CH:31]=2)=[CH:22][CH:21]=1, predict the reaction product. The product is: [F:1][C:2]1[CH:7]=[C:6]([CH:8]([CH3:19])[C:9]([OH:11])=[O:10])[CH:5]=[CH:4][C:3]=1[C:20]1[CH:25]=[CH:24][C:23]([NH:26][C:27](=[O:67])[CH2:28][O:29][C:30]2[CH:35]=[CH:34][C:33]([C:36](=[O:66])[C:37]3[CH:42]=[CH:41][C:40]([O:43][CH2:44][C:45](=[O:65])[NH:46][CH2:47][CH2:48][NH:49][C:50](=[O:64])[CH2:51][CH2:52][CH2:53][CH2:54][C@@H:55]4[C@H:62]5[C@H:58]([NH:59][C:60](=[O:63])[NH:61]5)[CH2:57][S:56]4)=[CH:39][CH:38]=3)=[CH:32][CH:31]=2)=[CH:22][CH:21]=1.